This data is from Forward reaction prediction with 1.9M reactions from USPTO patents (1976-2016). The task is: Predict the product of the given reaction. (1) Given the reactants [CH3:1][C:2]1[CH:9]=[CH:8][C:7]([CH3:10])=[CH:6][C:3]=1[CH:4]=[O:5].S(=O)(=O)(O)O.[N+:16]([O-])([O-:18])=[O:17].[Na+].[Cl-].[Na+], predict the reaction product. The product is: [CH3:1][C:2]1[C:9]([N+:16]([O-:18])=[O:17])=[CH:8][C:7]([CH3:10])=[CH:6][C:3]=1[CH:4]=[O:5]. (2) Given the reactants Br[C:2]1[N:6]2[N:7]=[CH:8][C:9]([C:11]([F:14])([F:13])[F:12])=[N:10][C:5]2=[N:4][CH:3]=1.CC1(C)COB([C:22]2[CH:27]=[CH:26][CH:25]=[C:24]([S:28][C:29]([F:32])([F:31])[F:30])[CH:23]=2)OC1.C([O-])([O-])=O.[Na+].[Na+], predict the reaction product. The product is: [F:12][C:11]([F:14])([F:13])[C:9]1[CH:8]=[N:7][N:6]2[C:2]([C:26]3[CH:27]=[CH:22][CH:23]=[C:24]([S:28][C:29]([F:30])([F:31])[F:32])[CH:25]=3)=[CH:3][N:4]=[C:5]2[N:10]=1. (3) Given the reactants Cl.[C:2]([C:5]1[S:6][CH:7]=[C:8]([CH2:10][C:11]([O:13][CH3:14])=[O:12])[N:9]=1)(=[NH:4])[NH2:3].[Br:15][C:16]1[CH:23]=[C:22]([F:24])[CH:21]=[CH:20][C:17]=1[CH:18]=O.O=[C:26]([CH3:33])[CH2:27][C:28]([O:30][CH2:31][CH3:32])=[O:29], predict the reaction product. The product is: [Br:15][C:16]1[CH:23]=[C:22]([F:24])[CH:21]=[CH:20][C:17]=1[CH:18]1[C:27]([C:28]([O:30][CH2:31][CH3:32])=[O:29])=[C:26]([CH3:33])[NH:3][C:2]([C:5]2[S:6][CH:7]=[C:8]([CH2:10][C:11]([O:13][CH3:14])=[O:12])[N:9]=2)=[N:4]1. (4) Given the reactants [Cl:1][C:2]1[N:14]=[C:13](Cl)[CH:12]=[C:11]([CH3:16])[C:3]=1[C:4]([O:6][C:7]([CH3:10])([CH3:9])[CH3:8])=[O:5].CC1(C)C2C(=C(P(C3C=CC=CC=3)C3C=CC=CC=3)C=CC=2)OC2C(P(C3C=CC=CC=3)C3C=CC=CC=3)=CC=CC1=2.C([O-])([O-])=O.[Cs+].[Cs+].C(=[NH:78])(C1C=CC=CC=1)C1C=CC=CC=1.CC([O-])=O.[Na+].Cl.[OH-].[Na+], predict the reaction product. The product is: [NH2:78][C:13]1[CH:12]=[C:11]([CH3:16])[C:3]([C:4]([O:6][C:7]([CH3:10])([CH3:9])[CH3:8])=[O:5])=[C:2]([Cl:1])[N:14]=1. (5) Given the reactants [CH:1]([Mg]Br)([CH3:3])[CH3:2].Br[C:7]1[CH2:8][C:9]2[C:14]([CH:15]=1)=[CH:13][CH:12]=[CH:11][CH:10]=2.[Cl-].[NH4+], predict the reaction product. The product is: [CH:1]([C:7]1[CH2:8][C:9]2[C:14]([CH:15]=1)=[CH:13][CH:12]=[CH:11][CH:10]=2)([CH3:3])[CH3:2]. (6) Given the reactants [OH:1][CH2:2][CH2:3][N:4]1[C:8](=[O:9])[C:7]2=[CH:10][CH:11]=[CH:12][CH:13]=[C:6]2[C:5]1=[O:14].O, predict the reaction product. The product is: [O:1]=[CH:2][CH2:3][N:4]1[C:8](=[O:9])[C:7]2=[CH:10][CH:11]=[CH:12][CH:13]=[C:6]2[C:5]1=[O:14]. (7) The product is: [C:1]([OH:4])(=[O:3])[CH3:2].[C:1]([OH:4])(=[O:3])[CH3:2].[C:1]([OH:4])(=[O:3])[CH3:2].[C:25]([NH:24][C@@H:6]1[C@@H:7]([OH:8])[C@H:12]([OH:13])[C@@H:17]([CH2:19][OH:20])[O:18][C:5]1([OH:4])[OH:30])(=[O:27])[CH3:26]. Given the reactants [C:1]([O:4][C@@H:5]1[O:18][C@H:17]([CH2:19][O:20]C(=O)C)[C@@H:12]([O:13]C(=O)C)[C@H:7]([O:8]C(=O)C)[C@H:6]1[NH:24][C:25](=[O:27])[CH3:26])(=[O:3])[CH3:2].CS(C)=[O:30], predict the reaction product. (8) Given the reactants [OH:1][N:2]=[C:3](Cl)/[CH:4]=[CH:5]\[C:6]1[CH:11]=[CH:10][CH:9]=[CH:8][CH:7]=1.[Cl:13][C:14]1[CH:19]=[CH:18][C:17]([C:20]#[CH:21])=[CH:16][CH:15]=1.C(N(CC)CC)C, predict the reaction product. The product is: [Cl:13][C:14]1[CH:19]=[CH:18][C:17]([C:20]2[C:3](/[CH:4]=[CH:5]/[C:6]3[CH:11]=[CH:10][CH:9]=[CH:8][CH:7]=3)=[N:2][O:1][CH:21]=2)=[CH:16][CH:15]=1.